This data is from HIV replication inhibition screening data with 41,000+ compounds from the AIDS Antiviral Screen. The task is: Binary Classification. Given a drug SMILES string, predict its activity (active/inactive) in a high-throughput screening assay against a specified biological target. (1) The molecule is CNc1ccc(OC)cc1S(=O)(=O)c1ccccc1[N+](=O)[O-]. The result is 0 (inactive). (2) The result is 0 (inactive). The compound is COc1ccc(N=NC(=O)NC(Cc2ccccc2)C(=O)O)cc1. (3) The drug is C=CCNC(=S)NC=C(C(C)=O)C(=O)Nc1ccc(Cl)cc1. The result is 0 (inactive). (4) The molecule is CNC(=S)SSSC(=S)NC. The result is 0 (inactive).